Dataset: Retrosynthesis with 50K atom-mapped reactions and 10 reaction types from USPTO. Task: Predict the reactants needed to synthesize the given product. (1) Given the product COc1cc(Nc2nc(-c3ccc(Cl)cc3Cl)cs2)ccc1-n1cnc(C)c1, predict the reactants needed to synthesize it. The reactants are: COc1cc(NC(N)=S)ccc1-n1cnc(C)c1.O=C(CBr)c1ccc(Cl)cc1Cl. (2) The reactants are: C1COCCN1.Nc1ccc(C(=O)O)cn1. Given the product Nc1ccc(C(=O)N2CCOCC2)cn1, predict the reactants needed to synthesize it. (3) The reactants are: Cc1c(-c2c(S(=O)(=O)O)cnn2-c2ccc(C#N)cc2)c(=O)n(C)c(=O)n1-c1cccc(C(F)(F)F)c1.N[C@H](CO)c1ccccc1. Given the product Cc1c(-c2c(S(=O)(=O)N[C@H](CO)c3ccccc3)cnn2-c2ccc(C#N)cc2)c(=O)n(C)c(=O)n1-c1cccc(C(F)(F)F)c1, predict the reactants needed to synthesize it. (4) Given the product CCOC(=O)c1csc(Nc2cnc(CN)c3cc(OC)c(OC)cc23)n1, predict the reactants needed to synthesize it. The reactants are: CCOC(=O)c1csc(Nc2cnc(CNC(=O)OC(C)(C)C)c3cc(OC)c(OC)cc23)n1.